Dataset: Microsomal clearance measurements from AstraZeneca. Task: Regression/Classification. Given a drug SMILES string, predict its absorption, distribution, metabolism, or excretion properties. Task type varies by dataset: regression for continuous measurements (e.g., permeability, clearance, half-life) or binary classification for categorical outcomes (e.g., BBB penetration, CYP inhibition). For this dataset (clearance_microsome_az), we predict log10(clearance) (log10 of the in vitro intrinsic clearance, CLint, in uL/min per mg of human liver microsomal protein, equivalently mL/min/g; values are censored to the assay range of 3 to 150, which is 0.477 to 2.18 on this log10 scale). The drug is CCN(C(=O)Cc1ccc(S(C)(=O)=O)cc1)C1CCN(CCC(c2ccccc2)c2ccc(NC(C)=O)cc2)CC1. The log10(clearance) is 0.480.